This data is from Forward reaction prediction with 1.9M reactions from USPTO patents (1976-2016). The task is: Predict the product of the given reaction. Given the reactants [C:1]([C:3]1[CH:8]=[CH:7][C:6]([N:9]2[CH2:14][CH2:13][CH2:12][C@H:11]([NH:15][C@@H:16]3[CH2:21][CH2:20][CH2:19][CH2:18][C@H:17]3[NH:22]C(=O)CC3C4C(=CC=CC=4)N(C)C=3)[CH2:10]2)=[CH:5][CH:4]=1)#[N:2].[N:36]([C:39]1[CH:40]=[C:41]([OH:45])[CH:42]=[CH:43][CH:44]=1)=[C:37]=[O:38], predict the reaction product. The product is: [C:1]([C:3]1[CH:8]=[CH:7][C:6]([N:9]2[CH2:14][CH2:13][CH2:12][C@H:11]([NH:15][C@@H:16]3[CH2:21][CH2:20][CH2:19][CH2:18][C@H:17]3[NH:22][C:37]([NH:36][C:39]3[CH:44]=[CH:43][CH:42]=[C:41]([OH:45])[CH:40]=3)=[O:38])[CH2:10]2)=[CH:5][CH:4]=1)#[N:2].